This data is from Reaction yield outcomes from USPTO patents with 853,638 reactions. The task is: Predict the reaction yield, written as a fraction of the theoretical maximum amount of product (1.0 means a 100% yield; for example, 0.34 means a 34% yield). The reactants are O(S(C(F)(F)F)(=O)=O)S(C(F)(F)F)(=O)=O.[CH2:16]([O:23][N:24]1[C:30](=[O:31])[N:29]2[CH2:32][C@H:25]1[CH2:26][CH2:27][C@H:28]2[C:33]([NH:35][NH:36][C:37](=[O:49])[CH2:38][CH2:39][N:40]([CH3:48])[C:41](=[O:47])[O:42][C:43]([CH3:46])([CH3:45])[CH3:44])=O)[C:17]1[CH:22]=[CH:21][CH:20]=[CH:19][CH:18]=1.N1C=CC=CC=1.C([O-])(O)=O.[Na+]. The catalyst is C(Cl)Cl. The product is [CH2:16]([O:23][N:24]1[C:30](=[O:31])[N:29]2[CH2:32][C@H:25]1[CH2:26][CH2:27][C@H:28]2[C:33]1[O:49][C:37]([CH2:38][CH2:39][N:40]([CH3:48])[C:41](=[O:47])[O:42][C:43]([CH3:44])([CH3:45])[CH3:46])=[N:36][N:35]=1)[C:17]1[CH:22]=[CH:21][CH:20]=[CH:19][CH:18]=1. The yield is 0.510.